Dataset: Reaction yield outcomes from USPTO patents with 853,638 reactions. Task: Predict the reaction yield, written as a fraction of the theoretical maximum amount of product (1.0 means a 100% yield; for example, 0.34 means a 34% yield). (1) The reactants are FC(F)(F)C(O)=O.[Cl:8][C:9]1[CH:14]=[CH:13][C:12]([C:15]([NH:17][CH2:18][C:19]([O:21]C(C)(C)C)=[O:20])=[O:16])=[C:11]([NH:26][C:27]([NH:29][C:30]2[C:35]([CH3:36])=[CH:34][CH:33]=[CH:32][C:31]=2[CH3:37])=[O:28])[CH:10]=1. The catalyst is ClCCl. The product is [Cl:8][C:9]1[CH:14]=[CH:13][C:12]([C:15]([NH:17][CH2:18][C:19]([OH:21])=[O:20])=[O:16])=[C:11]([NH:26][C:27]([NH:29][C:30]2[C:35]([CH3:36])=[CH:34][CH:33]=[CH:32][C:31]=2[CH3:37])=[O:28])[CH:10]=1. The yield is 0.550. (2) The reactants are [Br:1][CH2:2][C:3]([C:5]1[C:10]([CH3:11])=[CH:9][C:8]([S:12][C:13]2[CH:18]=[CH:17][C:16]([O:19][CH3:20])=[CH:15][CH:14]=2)=[CH:7][C:6]=1[CH3:21])=[O:4].C(OC(=O)C)(=[O:24])C.OO. The catalyst is ClCCl. The product is [Br:1][CH2:2][C:3]([C:5]1[C:6]([CH3:21])=[CH:7][C:8]([S:12]([C:13]2[CH:14]=[CH:15][C:16]([O:19][CH3:20])=[CH:17][CH:18]=2)=[O:24])=[CH:9][C:10]=1[CH3:11])=[O:4]. The yield is 0.480. (3) The reactants are [Cl:1][C:2]1[N:11]=[C:10](Cl)[C:9]2[CH2:8][CH2:7][CH2:6][CH:5]([C:13]3[CH:18]=[CH:17][C:16]([F:19])=[CH:15][CH:14]=3)[C:4]=2[N:3]=1.[CH3:20][NH:21][CH2:22][CH3:23]. The yield is 1.00. The product is [Cl:1][C:2]1[N:11]=[C:10]([N:21]([CH2:22][CH3:23])[CH3:20])[C:9]2[CH2:8][CH2:7][CH2:6][CH:5]([C:13]3[CH:18]=[CH:17][C:16]([F:19])=[CH:15][CH:14]=3)[C:4]=2[N:3]=1. The catalyst is CO. (4) The reactants are [CH3:1][O:2][C:3]([C:5]1[C:18]([NH:19][C:20]2[CH:25]=[CH:24][C:23]([Br:26])=[CH:22][C:21]=2[Cl:27])=[C:17]([F:28])[C:8]2[N:9]=[CH:10][N:11]([CH2:12][CH2:13][C:14](O)=[O:15])[C:7]=2[CH:6]=1)=[O:4].[CH:29]1[CH:30]=CC2N(O)N=[N:35][C:33]=2[CH:34]=1.O.CCN(CC)CC.N1CCCC1.CCN=C=NCCCN(C)C. The catalyst is CN(C=O)C.CCOC(C)=O.O. The product is [CH3:1][O:2][C:3]([C:5]1[C:18]([NH:19][C:20]2[CH:25]=[CH:24][C:23]([Br:26])=[CH:22][C:21]=2[Cl:27])=[C:17]([F:28])[C:8]2[N:9]=[CH:10][N:11]([CH2:12][CH2:13][C:14](=[O:15])[N:35]3[CH2:30][CH2:29][CH2:34][CH2:33]3)[C:7]=2[CH:6]=1)=[O:4]. The yield is 0.670. (5) The reactants are [CH:1]1([NH:6][C:7]2[CH:12]=[CH:11][C:10]([C@H:13]3[C@@H:18]([C:19](OCC)=[O:20])[CH2:17][CH2:16][CH2:15][N:14]3[C:24](=[O:33])[C:25]3[C:30]([CH3:31])=[CH:29][CH:28]=[CH:27][C:26]=3[F:32])=[CH:9][CH:8]=2)[CH2:5][CH2:4][CH2:3][CH2:2]1.[CH3:34][C:35]1[C:41]([C:42]([F:45])([F:44])[F:43])=[CH:40][C:38]([NH2:39])=[CH:37][CH:36]=1.C[Al](C)C.O.O.O.O.C(C(C(C([O-])=O)O)O)([O-])=O.[K+].[Na+]. The catalyst is O.C1(C)C=CC=CC=1. The product is [CH:1]1([NH:6][C:7]2[CH:8]=[CH:9][C:10]([C@H:13]3[C@@H:18]([C:19]([NH:39][C:38]4[CH:37]=[CH:36][C:35]([CH3:34])=[C:41]([C:42]([F:43])([F:44])[F:45])[CH:40]=4)=[O:20])[CH2:17][CH2:16][CH2:15][N:14]3[C:24](=[O:33])[C:25]3[C:30]([CH3:31])=[CH:29][CH:28]=[CH:27][C:26]=3[F:32])=[CH:11][CH:12]=2)[CH2:5][CH2:4][CH2:3][CH2:2]1. The yield is 0.800. (6) The reactants are [C:1]([C:6]1[CH:7]=[CH:8][C:9]([O:15][CH3:16])=[C:10]([CH:14]=1)[C:11]([OH:13])=O)(=[O:5])[CH:2]([CH3:4])[CH3:3].[F:17][C:18]([F:31])([F:30])[C:19]1[CH:20]=[C:21]([CH:23]=[C:24]([C:26]([F:29])([F:28])[F:27])[CH:25]=1)[NH2:22]. No catalyst specified. The product is [C:1]([C:6]1[CH:7]=[CH:8][C:9]([O:15][CH3:16])=[C:10]([CH:14]=1)[C:11]([NH:22][C:21]1[CH:23]=[C:24]([C:26]([F:27])([F:28])[F:29])[CH:25]=[C:19]([C:18]([F:17])([F:30])[F:31])[CH:20]=1)=[O:13])(=[O:5])[CH:2]([CH3:3])[CH3:4]. The yield is 0.614.